From a dataset of Forward reaction prediction with 1.9M reactions from USPTO patents (1976-2016). Predict the product of the given reaction. The product is: [CH3:13][O:14][C:15]1[CH:16]=[CH:17][C:18]([S:21]([NH:1][C@@H:2]([CH2:10][CH2:11][F:12])[C:3]([O:5][C:6]([CH3:7])([CH3:8])[CH3:9])=[O:4])(=[O:23])=[O:22])=[CH:19][CH:20]=1. Given the reactants [NH2:1][C@@H:2]([CH2:10][CH2:11][F:12])[C:3]([O:5][C:6]([CH3:9])([CH3:8])[CH3:7])=[O:4].[CH3:13][O:14][C:15]1[CH:20]=[CH:19][C:18]([S:21](Cl)(=[O:23])=[O:22])=[CH:17][CH:16]=1.C(Cl)(Cl)Cl, predict the reaction product.